From a dataset of Forward reaction prediction with 1.9M reactions from USPTO patents (1976-2016). Predict the product of the given reaction. (1) Given the reactants [Cl:1][C:2]1[CH:17]=[C:16]([NH:18][C:19]2[C:20]3[N:27]([CH2:28][CH2:29][OH:30])[CH:26]=[CH:25][C:21]=3[N:22]=[CH:23][N:24]=2)[CH:15]=[CH:14][C:3]=1[O:4][C:5]1[CH:6]=[C:7]([CH:11]=[CH:12][CH:13]=1)[C:8]([OH:10])=O.Cl.[CH3:32][C:33]1([NH2:39])[CH2:38][CH2:37][CH2:36][CH2:35][CH2:34]1.Cl.C(N=C=NCCCN(C)C)C.O.ON1C2C=CC=CC=2N=N1, predict the reaction product. The product is: [Cl:1][C:2]1[CH:17]=[C:16]([NH:18][C:19]2[C:20]3[N:27]([CH2:28][CH2:29][OH:30])[CH:26]=[CH:25][C:21]=3[N:22]=[CH:23][N:24]=2)[CH:15]=[CH:14][C:3]=1[O:4][C:5]1[CH:6]=[C:7]([CH:11]=[CH:12][CH:13]=1)[C:8]([NH:39][C:33]1([CH3:32])[CH2:38][CH2:37][CH2:36][CH2:35][CH2:34]1)=[O:10]. (2) Given the reactants O=C1C2C(=CC=CC=2)C(=O)[N:3]1[CH2:12][CH2:13][CH2:14][C:15]1[CH:20]=[CH:19][C:18]([C:21]2[N:22]=[C:23]([NH:36][C:37](=[O:39])[CH3:38])[S:24][C:25]=2[C:26]2[CH:31]=[CH:30][C:29]([S:32]([CH3:35])(=[O:34])=[O:33])=[CH:28][CH:27]=2)=[CH:17][CH:16]=1.O.NN, predict the reaction product. The product is: [NH2:3][CH2:12][CH2:13][CH2:14][C:15]1[CH:16]=[CH:17][C:18]([C:21]2[N:22]=[C:23]([NH:36][C:37](=[O:39])[CH3:38])[S:24][C:25]=2[C:26]2[CH:31]=[CH:30][C:29]([S:32]([CH3:35])(=[O:34])=[O:33])=[CH:28][CH:27]=2)=[CH:19][CH:20]=1. (3) Given the reactants Br[C:2]1[CH:7]=[CH:6][C:5]([C:8]2[O:9][CH:10]=[C:11]([C:13]3[CH:52]=[CH:51][C:16]([CH2:17][N:18]([CH2:43][C:44]([O:46]C(C)(C)C)=[O:45])[C:19](=[O:42])[C:20]4[CH:25]=[CH:24][C:23]([NH:26][C:27](=[O:41])[CH2:28][C:29]5[CH:34]=[CH:33][C:32]([O:35][CH3:36])=[CH:31][C:30]=5[C:37]([F:40])([F:39])[F:38])=[CH:22][CH:21]=4)=[CH:15][CH:14]=3)[N:12]=2)=[CH:4][CH:3]=1.[C:53](O)([C:55](F)(F)F)=O, predict the reaction product. The product is: [CH3:36][O:35][C:32]1[CH:33]=[CH:34][C:29]([CH2:28][C:27]([NH:26][C:23]2[CH:24]=[CH:25][C:20]([C:19]([N:18]([CH2:43][C:44]([OH:46])=[O:45])[CH2:17][C:16]3[CH:15]=[CH:14][C:13]([C:11]4[N:12]=[C:8]([C:5]5[CH:6]=[CH:7][C:2]([C:2]6[CH:7]=[CH:6][C:53]([CH3:55])=[CH:4][CH:3]=6)=[CH:3][CH:4]=5)[O:9][CH:10]=4)=[CH:52][CH:51]=3)=[O:42])=[CH:21][CH:22]=2)=[O:41])=[C:30]([C:37]([F:38])([F:40])[F:39])[CH:31]=1. (4) Given the reactants [CH3:1][N:2]([CH2:10][CH2:11][N:12]([CH3:20])[C:13]1[CH:14]=[N:15][CH:16]=[C:17]([CH3:19])[CH:18]=1)C(=O)OC(C)(C)C.[ClH:21], predict the reaction product. The product is: [ClH:21].[ClH:21].[CH3:20][N:12]([C:13]1[CH:14]=[N:15][CH:16]=[C:17]([CH3:19])[CH:18]=1)[CH2:11][CH2:10][NH:2][CH3:1]. (5) Given the reactants [C:1]([CH:5]1[CH2:10][CH:9]([C:11]([CH3:14])([CH3:13])[CH3:12])[CH2:8][CH2:7][C:6]1=[O:15])([CH3:4])([CH3:3])[CH3:2].[H-].[Al+3].[Li+].[H-].[H-].[H-].Cl, predict the reaction product. The product is: [C:1]([CH:5]1[CH2:10][CH:9]([C:11]([CH3:14])([CH3:13])[CH3:12])[CH2:8][CH2:7][CH:6]1[OH:15])([CH3:4])([CH3:3])[CH3:2]. (6) Given the reactants [C:1]1([C:7]2[CH:8]=[C:9]([OH:17])[C:10]3[CH:11]=[CH:12][CH:13]=[N:14][C:15]=3[CH:16]=2)[CH:6]=[CH:5][CH:4]=[CH:3][CH:2]=1.O[C@H:19]([C@H:21]1[CH2:25][N:24]([C@@H](C2C=CC=CC=2)C)[C:23](=[O:34])[CH2:22]1)[CH3:20].C1(P(C2C=CC=CC=2)C2C=CC=CC=2)C=CC=CC=1.C(OC(N=NC(OC(C)(C)C)=O)=O)(C)(C)C, predict the reaction product. The product is: [C:1]1([C:7]2[CH:16]=[C:15]3[C:10]([CH:11]=[CH:12][CH:13]=[N:14]3)=[C:9]([O:17][C@@H:19]([C@H:21]3[CH2:25][NH:24][C:23](=[O:34])[CH2:22]3)[CH3:20])[CH:8]=2)[CH:2]=[CH:3][CH:4]=[CH:5][CH:6]=1. (7) The product is: [C:5]1([CH:18]([OH:19])[C:17]2[CH:20]=[C:21]([O:26][CH3:27])[C:22]([CH:24]([C:35]3[CH:42]=[CH:41][CH:38]=[CH:37][CH:36]=3)[OH:25])=[CH:23][C:16]=2[O:15][CH2:14][CH2:13][CH:12]([CH3:11])[CH2:28][CH2:29][CH2:30][CH:31]([CH3:33])[CH3:32])[CH:10]=[CH:9][CH:8]=[CH:7][CH:6]=1. Given the reactants [Mg].II.Br[C:5]1[CH:10]=[CH:9][CH:8]=[CH:7][CH:6]=1.[CH3:11][CH:12]([CH2:28][CH2:29][CH2:30][CH:31]([CH3:33])[CH3:32])[CH2:13][CH2:14][O:15][C:16]1[CH:23]=[C:22]([CH:24]=[O:25])[C:21]([O:26][CH3:27])=[CH:20][C:17]=1[CH:18]=[O:19].C(=O)[C:35]1[CH:42]=[CH:41][C:38](C=O)=[CH:37][CH:36]=1.OS(O)(=O)=O, predict the reaction product.